From a dataset of Forward reaction prediction with 1.9M reactions from USPTO patents (1976-2016). Predict the product of the given reaction. (1) Given the reactants [CH2:1]([N:3]1[C:11]2[C:6](=[CH:7][CH:8]=[C:9]([O:12][CH3:13])[CH:10]=2)[C:5]([C:14]#[N:15])=[CH:4]1)[CH3:2].[Li+].CC([N-]C(C)C)C.B(OC(C)C)(OC(C)C)OC(C)C.I[C:38]1[CH:43]=[CH:42][C:41]([OH:44])=[CH:40][CH:39]=1.C([O-])([O-])=O.[K+].[K+], predict the reaction product. The product is: [CH2:1]([N:3]1[C:11]2[C:6](=[CH:7][CH:8]=[C:9]([O:12][CH3:13])[CH:10]=2)[C:5]([C:14]#[N:15])=[C:4]1[C:38]1[CH:43]=[CH:42][C:41]([OH:44])=[CH:40][CH:39]=1)[CH3:2]. (2) The product is: [Cl:13][C:14]1[CH:19]=[CH:18][N:17]=[C:16]([CH:20]=[CH:5][C:6]([O:8][CH2:9][CH3:10])=[O:7])[CH:15]=1. Given the reactants P([CH2:5][C:6]([O:8][CH2:9][CH3:10])=[O:7])(O)(O)=O.[H-].[Na+].[Cl:13][C:14]1[CH:19]=[CH:18][N:17]=[C:16]([CH:20]=O)[CH:15]=1.O, predict the reaction product. (3) Given the reactants [Cl:1][C:2]1[CH:8]=[CH:7][C:5]([NH2:6])=[CH:4][C:3]=1[O:9][CH2:10][CH:11]1[CH2:14][C:13]([F:16])([F:15])[CH2:12]1.CCN(C(C)C)C(C)C.[CH3:26][C:27](OC(C)=O)=[O:28], predict the reaction product. The product is: [Cl:1][C:2]1[CH:8]=[CH:7][C:5]([NH:6][C:27](=[O:28])[CH3:26])=[CH:4][C:3]=1[O:9][CH2:10][CH:11]1[CH2:12][C:13]([F:15])([F:16])[CH2:14]1. (4) Given the reactants C([C:3]([CH2:10][CH3:11])([CH2:8][CH3:9])[C:4]([O-:7])([O-:6])[O-])C.[CH2:12]([C:16]1C=CC=CC=1C(O)=O)[CH:13]([CH3:15])[CH3:14].[C:25]1(C)C=CC=C[CH:26]=1, predict the reaction product. The product is: [CH2:12]([C:16]1[CH:9]=[CH:8][C:3]([C:4]([O:6][CH2:25][CH3:26])=[O:7])=[CH:10][CH:11]=1)[CH:13]([CH3:15])[CH3:14]. (5) Given the reactants Cl[C:2]1[C:7]([C:8]2[CH:13]=[CH:12][CH:11]=[CH:10][CH:9]=2)=[C:6]([NH:14][CH:15]([CH3:17])[CH3:16])[N:5]2[N:18]=[C:19]([CH3:21])[N:20]=[C:4]2[N:3]=1.[C:22]([O:26][C:27](=[O:48])[NH:28][C:29]1([C:33]2[CH:38]=[CH:37][C:36](B3OC(C)(C)C(C)(C)O3)=[CH:35][CH:34]=2)[CH2:32][CH2:31][CH2:30]1)([CH3:25])([CH3:24])[CH3:23].C(=O)([O-])[O-].[Na+].[Na+], predict the reaction product. The product is: [C:22]([O:26][C:27](=[O:48])[NH:28][C:29]1([C:33]2[CH:34]=[CH:35][C:36]([C:2]3[C:7]([C:8]4[CH:13]=[CH:12][CH:11]=[CH:10][CH:9]=4)=[C:6]([NH:14][CH:15]([CH3:17])[CH3:16])[N:5]4[N:18]=[C:19]([CH3:21])[N:20]=[C:4]4[N:3]=3)=[CH:37][CH:38]=2)[CH2:30][CH2:31][CH2:32]1)([CH3:25])([CH3:23])[CH3:24].